This data is from Forward reaction prediction with 1.9M reactions from USPTO patents (1976-2016). The task is: Predict the product of the given reaction. (1) Given the reactants [NH2:1][C@@H:2]1[CH2:6][CH2:5][N:4]([C:7]2[CH:12]=[CH:11][C:10]([NH:13][C:14]3[N:19]=[C:18]([C:20]4[N:24]([CH:25]([CH3:27])[CH3:26])[C:23]([CH3:28])=[N:22][CH:21]=4)[C:17]([F:29])=[CH:16][N:15]=3)=[CH:9][CH:8]=2)[CH2:3]1.[C:30](O)(=[O:33])[CH2:31][OH:32], predict the reaction product. The product is: [F:29][C:17]1[C:18]([C:20]2[N:24]([CH:25]([CH3:26])[CH3:27])[C:23]([CH3:28])=[N:22][CH:21]=2)=[N:19][C:14]([NH:13][C:10]2[CH:9]=[CH:8][C:7]([N:4]3[CH2:5][CH2:6][C@@H:2]([NH:1][C:31](=[O:32])[CH2:30][OH:33])[CH2:3]3)=[CH:12][CH:11]=2)=[N:15][CH:16]=1. (2) Given the reactants [Cl:1][C:2]1[CH:7]=[C:6]([NH2:8])[C:5]([C:9]([F:12])([F:11])[F:10])=[CH:4][N:3]=1.Br[C:14]1[S:18][CH:17]=[N:16][C:15]=1[C:19]([NH:21][CH3:22])=[O:20].CC1(C)C2C(=C(P(C3C=CC=CC=3)C3C=CC=CC=3)C=CC=2)OC2C(P(C3C=CC=CC=3)C3C=CC=CC=3)=CC=CC1=2.C(=O)([O-])[O-].[Cs+].[Cs+], predict the reaction product. The product is: [Cl:1][C:2]1[CH:7]=[C:6]([NH:8][C:14]2[S:18][CH:17]=[N:16][C:15]=2[C:19]([NH:21][CH3:22])=[O:20])[C:5]([C:9]([F:10])([F:11])[F:12])=[CH:4][N:3]=1. (3) Given the reactants [N:1]1([C:12](=[O:13])[C:11]2[NH:10][C:9](CCCC(O)=O)=[N:8][C:7]=2[N:5]([CH3:6])[C:3]1=[O:4])[CH3:2].CCN=C=NCCCN(C)C.Cl.C(O)C(N)(CO)CO, predict the reaction product. The product is: [N:1]1([C:12](=[O:13])[C:11]2[NH:10][CH:9]=[N:8][C:7]=2[N:5]([CH3:6])[C:3]1=[O:4])[CH3:2]. (4) Given the reactants Cl.Cl[C:3]1[CH:8]=[CH:7][N:6]=[CH:5][CH:4]=1.[NH2:9][C:10]1[CH:24]=[CH:23][C:13]([C:14]([C:16]2[CH:21]=[CH:20][CH:19]=[CH:18][C:17]=2[CH3:22])=[O:15])=[C:12]([Cl:25])[CH:11]=1.CC([O-])(C)C.[K+], predict the reaction product. The product is: [Cl:25][C:12]1[CH:11]=[C:10]([NH:9][C:3]2[CH:8]=[CH:7][N:6]=[CH:5][CH:4]=2)[CH:24]=[CH:23][C:13]=1[C:14]([C:16]1[CH:21]=[CH:20][CH:19]=[CH:18][C:17]=1[CH3:22])=[O:15].